From a dataset of Full USPTO retrosynthesis dataset with 1.9M reactions from patents (1976-2016). Predict the reactants needed to synthesize the given product. Given the product [CH3:1][O:2][C:3]1[C:4](=[O:29])[C:5]([CH3:28])=[C:6]([C:12]2[CH:13]=[CH:21][C:17]([C:18]([C:33]3[C:32]([O:31][CH3:30])=[CH:37][CH:36]=[C:35]([CH:34]=3)[NH2:38])=[O:19])=[C:16]([C:22]3[CH:51]=[CH:50][N:49]=[CH:54][CH:27]=3)[C:15]=2[CH3:14])[C:7](=[O:11])[C:8]=1[O:9][CH3:10], predict the reactants needed to synthesize it. The reactants are: [CH3:1][O:2][C:3]1[C:4](=[O:29])[C:5]([CH3:28])=[C:6]([CH2:12][C:13]2[CH:14]=[CH:15][C:16]([C:22]3[CH:27]=CN=CC=3)=[C:17]([CH:21]=2)[C:18](O)=[O:19])[C:7](=[O:11])[C:8]=1[O:9][CH3:10].[CH3:30][O:31][C:32]1[CH:37]=[CH:36][C:35]([NH2:38])=[CH:34][CH:33]=1.C(N(CC)CC)C.[Cl-].ClC1N(C)[CH2:51][CH2:50][NH+:49]1[CH3:54].